Dataset: Catalyst prediction with 721,799 reactions and 888 catalyst types from USPTO. Task: Predict which catalyst facilitates the given reaction. Reactant: [CH:1]([CH:4]1[C:9]2[N:10](C(OCC3C=CC=CC=3)=O)[CH:11]=[N:12][C:8]=2[CH2:7][C@@H:6]([C:23]([O:25][CH3:26])=[O:24])[N:5]1[C:27]([O:29][CH2:30][C:31]1[CH:36]=[CH:35][CH:34]=[CH:33][CH:32]=1)=[O:28])([CH3:3])[CH3:2].C(C1C2N=CNC=2C[C@@H](C(OC)=O)N1C(OCC1C=CC=CC=1)=O)(C)C.CN. Product: [CH:1]([C@H:4]1[C:9]2[N:10]=[CH:11][NH:12][C:8]=2[CH2:7][C@@H:6]([C:23]([O:25][CH3:26])=[O:24])[N:5]1[C:27]([O:29][CH2:30][C:31]1[CH:32]=[CH:33][CH:34]=[CH:35][CH:36]=1)=[O:28])([CH3:3])[CH3:2]. The catalyst class is: 3.